This data is from Reaction yield outcomes from USPTO patents with 853,638 reactions. The task is: Predict the reaction yield, written as a fraction of the theoretical maximum amount of product (1.0 means a 100% yield; for example, 0.34 means a 34% yield). (1) The reactants are OC1C=CC(C(=C2CCOCC2)C2C=CC(/[CH:15]=[CH:16]/[C:17]([O:19][C:20](C)(C)[CH3:21])=[O:18])=CC=2)=CC=1.Br[C:31]1[CH:36]=[CH:35][C:34]([C:37](=[C:45]2[CH2:50][C:49]([CH3:52])([CH3:51])[O:48][C:47]([CH3:54])([CH3:53])[CH2:46]2)[C:38]2[CH:43]=[CH:42][C:41]([OH:44])=[CH:40][CH:39]=2)=[CH:33][CH:32]=1.C(OCC)(=O)C=C.CC1C=CC=CC=1P(C1C=CC=CC=1C)C1C=CC=CC=1C.CCN(CC)CC. The catalyst is CC([O-])=O.CC([O-])=O.[Pd+2].CN(C=O)C. The product is [OH:44][C:41]1[CH:42]=[CH:43][C:38]([C:37](=[C:45]2[CH2:46][C:47]([CH3:53])([CH3:54])[O:48][C:49]([CH3:51])([CH3:52])[CH2:50]2)[C:34]2[CH:33]=[CH:32][C:31](/[CH:15]=[CH:16]/[C:17]([O:19][CH2:20][CH3:21])=[O:18])=[CH:36][CH:35]=2)=[CH:39][CH:40]=1. The yield is 0.690. (2) The reactants are [CH:1]1([C:4]2[NH:8][C:7]3[C:9]([O:25]C)=[CH:10][CH:11]=[C:12]([NH:13][C:14](=[O:24])[CH2:15][C:16]4[CH:21]=[CH:20][C:19]([O:22]C)=[CH:18][CH:17]=4)[C:6]=3[N:5]=2)[CH2:3][CH2:2]1.B(Br)(Br)Br.[NH4+].[OH-]. The catalyst is C(Cl)Cl. The product is [CH:1]1([C:4]2[NH:8][C:7]3[C:9]([OH:25])=[CH:10][CH:11]=[C:12]([NH:13][C:14](=[O:24])[CH2:15][C:16]4[CH:17]=[CH:18][C:19]([OH:22])=[CH:20][CH:21]=4)[C:6]=3[N:5]=2)[CH2:3][CH2:2]1. The yield is 0.530.